This data is from Drug-target binding data from BindingDB using IC50 measurements. The task is: Regression. Given a target protein amino acid sequence and a drug SMILES string, predict the binding affinity score between them. We predict pIC50 (pIC50 = -log10(IC50 in M); higher means more potent). Dataset: bindingdb_ic50. (1) The drug is CC(=O)N[C@@H]1[C@@H](O)C=C(C(=O)O)O[C@H]1[C@H](O)[C@H](O)CN=[N+]=[N-]. The target protein (Q9Y3R4) has sequence MASLPVLQKESVFQSGAHAYRIPALLYLPGQQSLLAFAEQRASKKDEHAELIVLRRGDYDAPTHQVQWQAQEVVAQARLDGHRSMNPCPLYDAQTGTLFLFFIAIPGQVTEQQQLQTRANVTRLCQVTSTDHGRTWSSPRDLTDAAIGPAYREWSTFAVGPGHCLQLHDRARSLVVPAYAYRKLHPIQRPIPSAFCFLSHDHGRTWARGHFVAQDTLECQVAEVETGEQRVVTLNARSHLRARVQAQSTNDGLDFQESQLVKKLVEPPPQGCQGSVISFPSPRSGPGSPAQWLLYTHPTHSWQRADLGAYLNPRPPAPEAWSEPVLLAKGSCAYSDLQSMGTGPDGSPLFGCLYEANDYEEIVFLMFTLKQAFPAEYLPQ. The pIC50 is 3.6. (2) The small molecule is O=C(N1CCCC[C@@H]1c1ccccc1)n1cnc(-c2ccc(-c3cccnc3)cc2)n1. The target protein (Q5VWZ2) has sequence MAAASGSVLQRCIVSPAGRHSASLIFLHGSGDSGQGLRMWIKQVLNQDLTFQHIKIIYPTAPPRSYTPMKGGISNVWFDRFKITNDCPEHLESIDVMCQVLTDLIDEEVKSGIKKNRILIGGFSMGGCMAIHLAYRNHQDVAGVFALSSFLNKASAVYQALQKSNGVLPELFQCHGTADELVLHSWAEETNSMLKSLGVTTKFHSFPNVYHELSKTELDILKLWILTKLPGEMEKQK. The pIC50 is 7.4.